From a dataset of Forward reaction prediction with 1.9M reactions from USPTO patents (1976-2016). Predict the product of the given reaction. (1) Given the reactants C(OP([CH2:9][C:10]([O:12][CH2:13][CH3:14])=[O:11])(OCC)=O)C.[H-].[Na+].[F:17][C:18]([F:41])([F:40])[C:19]1[CH:20]=[C:21]([CH:33]=[C:34]([C:36]([F:39])([F:38])[F:37])[CH:35]=1)[CH2:22][O:23][CH2:24][C:25]([C:27]1[CH:32]=[CH:31][CH:30]=[CH:29][CH:28]=1)=O.O, predict the reaction product. The product is: [F:17][C:18]([F:40])([F:41])[C:19]1[CH:20]=[C:21]([CH:33]=[C:34]([C:36]([F:39])([F:38])[F:37])[CH:35]=1)[CH2:22][O:23][CH2:24][C:25]([C:27]1[CH:28]=[CH:29][CH:30]=[CH:31][CH:32]=1)=[CH:9][C:10]([O:12][CH2:13][CH3:14])=[O:11]. (2) Given the reactants [H-].[Na+].[NH:3]1[CH2:8][CH2:7][O:6][CH2:5][C:4]1=[O:9].F[C:11]1[CH:16]=[CH:15][C:14]([N+:17]([O-:19])=[O:18])=[CH:13][C:12]=1[C:20]([F:23])([F:22])[F:21], predict the reaction product. The product is: [N+:17]([C:14]1[CH:15]=[CH:16][C:11]([N:3]2[CH2:8][CH2:7][O:6][CH2:5][C:4]2=[O:9])=[C:12]([C:20]([F:21])([F:22])[F:23])[CH:13]=1)([O-:19])=[O:18]. (3) Given the reactants [N:1]1[CH:6]=[CH:5][CH:4]=[C:3]([C:7]2[CH:8]=[C:9]3[C:15]([N:16]4[CH2:20][CH2:19][NH:18][C:17]4=[O:21])=[N:14][N:13]([CH:22]4[CH2:27][CH2:26][CH2:25][CH2:24][O:23]4)[C:10]3=[CH:11][N:12]=2)[CH:2]=1.[H-].[Na+].[C:30]([O:34][C:35]([N:37]1[CH2:42][CH2:41][CH:40]([CH2:43]Br)[CH2:39][CH2:38]1)=[O:36])([CH3:33])([CH3:32])[CH3:31], predict the reaction product. The product is: [O:21]=[C:17]1[N:16]([C:15]2[C:9]3[C:10](=[CH:11][N:12]=[C:7]([C:3]4[CH:2]=[N:1][CH:6]=[CH:5][CH:4]=4)[CH:8]=3)[N:13]([CH:22]3[CH2:27][CH2:26][CH2:25][CH2:24][O:23]3)[N:14]=2)[CH2:20][CH2:19][N:18]1[CH2:43][CH:40]1[CH2:41][CH2:42][N:37]([C:35]([O:34][C:30]([CH3:31])([CH3:33])[CH3:32])=[O:36])[CH2:38][CH2:39]1. (4) Given the reactants [O:1]1[CH2:6][CH2:5][CH:4]([NH2:7])[CH2:3][CH2:2]1.[Si:8]([O:15][CH2:16][C@@H:17]([N:26]1[CH:31]=[CH:30][C:29]([C:32]2[CH:37]=[CH:36][N:35]=[C:34](S(C)(=O)=O)[N:33]=2)=[CH:28][C:27]1=[O:42])[C:18]1[CH:23]=[CH:22][C:21]([Cl:24])=[C:20]([Cl:25])[CH:19]=1)([C:11]([CH3:14])([CH3:13])[CH3:12])([CH3:10])[CH3:9].[Si](OC[C@@H](N1C=CC(C2C=CN=C(S(C)(=O)=O)N=2)=CC1=O)C1C=CC(Cl)=C([F:60])C=1)(C(C)(C)C)(C)C, predict the reaction product. The product is: [Si:8]([O:15][CH2:16][C@@H:17]([N:26]1[CH:31]=[CH:30][C:29]([C:32]2[CH:37]=[CH:36][N:35]=[C:34]([NH:7][C@@H:4]3[CH2:5][CH2:6][O:1][CH2:2][C@H:3]3[F:60])[N:33]=2)=[CH:28][C:27]1=[O:42])[C:18]1[CH:23]=[CH:22][C:21]([Cl:24])=[C:20]([Cl:25])[CH:19]=1)([C:11]([CH3:14])([CH3:13])[CH3:12])([CH3:10])[CH3:9]. (5) The product is: [F:1][C:2]1[C:7]([F:8])=[CH:6][CH:5]=[CH:4][C:3]=1[C:9]1[N:36]=[C:12]2[CH:13]=[N:14][N:15]([CH2:17][C:18]3[O:22][N:21]=[C:20]([C:23]4[CH:24]=[CH:25][C:26]([O:32][CH2:33][CH2:34][CH3:35])=[C:27]([CH:31]=4)[C:28]([NH:70][CH2:71][CH2:72][N:73]4[CH2:78][CH2:77][O:76][CH2:75][CH2:74]4)=[O:29])[CH:19]=3)[CH:16]=[C:11]2[N:10]=1. Given the reactants [F:1][C:2]1[C:7]([F:8])=[CH:6][CH:5]=[CH:4][C:3]=1[C:9]1[N:36]=[C:12]2[CH:13]=[N:14][N:15]([CH2:17][C:18]3[O:22][N:21]=[C:20]([C:23]4[CH:24]=[CH:25][C:26]([O:32][CH2:33][CH2:34][CH3:35])=[C:27]([CH:31]=4)[C:28](O)=[O:29])[CH:19]=3)[CH:16]=[C:11]2[N:10]=1.CN(C(ON1N=NC2C=CC=NC1=2)=[N+](C)C)C.F[P-](F)(F)(F)(F)F.C(N(C(C)C)CC)(C)C.[NH2:70][CH2:71][CH2:72][N:73]1[CH2:78][CH2:77][O:76][CH2:75][CH2:74]1, predict the reaction product. (6) Given the reactants [OH:1][CH2:2][CH2:3][CH2:4][N:5]1[CH:12]=[CH:11][C:9](=[O:10])[NH:8][C:6]1=[O:7].[C:13]1([Si:19](Cl)([C:26]2[CH:31]=[CH:30][CH:29]=[CH:28][CH:27]=2)[C:20]2[CH:25]=[CH:24][CH:23]=[CH:22][CH:21]=2)[CH:18]=[CH:17][CH:16]=[CH:15][CH:14]=1, predict the reaction product. The product is: [C:26]1([Si:19]([C:13]2[CH:14]=[CH:15][CH:16]=[CH:17][CH:18]=2)([C:20]2[CH:25]=[CH:24][CH:23]=[CH:22][CH:21]=2)[O:1][CH2:2][CH2:3][CH2:4][N:5]2[CH:12]=[CH:11][C:9](=[O:10])[NH:8][C:6]2=[O:7])[CH:27]=[CH:28][CH:29]=[CH:30][CH:31]=1. (7) Given the reactants [NH2:1][C:2]1[CH:3]=[CH:4][C:5]2[CH2:11][CH2:10][CH2:9][C:8](=[O:12])[NH:7][C:6]=2[CH:13]=1.Cl[C:15]1[N:20]=[C:19]([NH:21][C:22]2[CH:31]=[CH:30][CH:29]=[CH:28][C:23]=2[C:24]([NH:26][CH3:27])=[O:25])[C:18]([Cl:32])=[CH:17][N:16]=1, predict the reaction product. The product is: [Cl:32][C:18]1[C:19]([NH:21][C:22]2[CH:31]=[CH:30][CH:29]=[CH:28][C:23]=2[C:24]([NH:26][CH3:27])=[O:25])=[N:20][C:15]([NH:1][C:2]2[CH:3]=[CH:4][C:5]3[CH2:11][CH2:10][CH2:9][C:8](=[O:12])[NH:7][C:6]=3[CH:13]=2)=[N:16][CH:17]=1. (8) Given the reactants [N:1]#[C:2]Br.C(=O)([O-])[O-].[Na+].[Na+].CN.[Br:12][C:13]1[CH:14]=[C:15](/[C:19](/[CH3:24])=[CH:20]/[C:21](Cl)=[O:22])[CH:16]=[CH:17][CH:18]=1.[CH:25]([N:28](CC)C(C)C)(C)C, predict the reaction product. The product is: [Br:12][C:13]1[CH:14]=[C:15](/[C:19](/[CH3:24])=[CH:20]/[C:21]([N:28]([C:2]#[N:1])[CH3:25])=[O:22])[CH:16]=[CH:17][CH:18]=1. (9) Given the reactants [O:1]1[C:5]2([CH2:10][CH2:9][CH:8]([OH:11])[CH2:7][CH2:6]2)CCO1.[H-].[Na+].[Cl:14][C:15]1[CH:24]=[C:23]2[C:18]([CH:19]=[CH:20][N:21]([CH2:26][C:27]3[CH:32]=[CH:31][C:30]([O:33][CH3:34])=[CH:29][CH:28]=3)[C:22]2=[O:25])=[CH:17][C:16]=1F.[CH3:36][C:37](N(C)C)=[O:38], predict the reaction product. The product is: [Cl:14][C:15]1[CH:24]=[C:23]2[C:18]([CH:19]=[CH:20][N:21]([CH2:26][C:27]3[CH:32]=[CH:31][C:30]([O:33][CH3:34])=[CH:29][CH:28]=3)[C:22]2=[O:25])=[CH:17][C:16]=1[O:11][CH:8]1[CH2:7][CH2:6][C:5]2([O:1][CH2:36][CH2:37][O:38]2)[CH2:10][CH2:9]1. (10) Given the reactants [CH2:1]([N:5]1[C:10]([C:11]2[CH:16]=[CH:15][CH:14]=[CH:13][CH:12]=2)=[CH:9][C:8]([CH3:18])([CH3:17])[CH2:7][CH2:6]1)[CH:2]([CH3:4])[CH3:3].C(N(CC)CC)C.[C:26](Cl)(=[O:29])[CH2:27][CH3:28], predict the reaction product. The product is: [CH2:1]([N:5]1[CH2:6][CH2:7][C:8]([CH3:18])([CH3:17])[C:9]([C:26](=[O:29])[CH2:27][CH3:28])=[C:10]1[C:11]1[CH:16]=[CH:15][CH:14]=[CH:13][CH:12]=1)[CH:2]([CH3:4])[CH3:3].